Dataset: Catalyst prediction with 721,799 reactions and 888 catalyst types from USPTO. Task: Predict which catalyst facilitates the given reaction. (1) Reactant: [C:1]([C:4]1[CH:26]=[CH:25][C:7]([O:8][C:9]2[CH:18]=[C:17]3[C:12]([CH:13]([C:19]([O:21][CH2:22][CH3:23])=[O:20])[CH2:14][CH2:15][O:16]3)=[CH:11][C:10]=2[Cl:24])=[CH:6][CH:5]=1)(=[O:3])[NH2:2].Cl[C:28]1[CH:37]=[N:36][C:35]2[C:30](=[CH:31][CH:32]=[C:33]([Cl:38])[CH:34]=2)[N:29]=1.CC(C1C=C(C(C)C)C(C2C=CC=CC=2P(C2CCCCC2)C2CCCCC2)=C(C(C)C)C=1)C.C(=O)([O-])[O-].[Cs+].[Cs+]. Product: [Cl:24][C:10]1[CH:11]=[C:12]2[C:17](=[CH:18][C:9]=1[O:8][C:7]1[CH:6]=[CH:5][C:4]([C:1](=[O:3])[NH:2][C:28]3[CH:37]=[N:36][C:35]4[C:30](=[CH:31][CH:32]=[C:33]([Cl:38])[CH:34]=4)[N:29]=3)=[CH:26][CH:25]=1)[O:16][CH2:15][CH2:14][CH:13]2[C:19]([O:21][CH2:22][CH3:23])=[O:20]. The catalyst class is: 231. (2) The catalyst class is: 9. Product: [Br:1][C:2]1[CH:7]=[CH:6][C:5]([O:8][CH:11]2[CH2:12][CH2:13][O:9][CH2:10]2)=[CH:4][N:3]=1. Reactant: [Br:1][C:2]1[CH:7]=[CH:6][C:5]([OH:8])=[CH:4][N:3]=1.[O:9]1[CH2:13][CH2:12][CH:11](OS(C2C=CC(C)=CC=2)(=O)=O)[CH2:10]1. (3) Product: [NH2:1][C:2]1[N:7]2[N:8]=[CH:9][C:10]([C:11]([N:28]3[CH2:29][CH2:30][CH:26]([N:25]([CH3:31])[CH3:24])[CH2:27]3)=[O:12])=[C:6]2[N:5]=[CH:4][C:3]=1[C:14]1[CH:19]=[CH:18][C:17]([N+:20]([O-:22])=[O:21])=[CH:16][C:15]=1[CH3:23]. The catalyst class is: 241. Reactant: [NH2:1][C:2]1[N:7]2[N:8]=[CH:9][C:10]([C:11](O)=[O:12])=[C:6]2[N:5]=[CH:4][C:3]=1[C:14]1[CH:19]=[CH:18][C:17]([N+:20]([O-:22])=[O:21])=[CH:16][C:15]=1[CH3:23].[CH3:24][N:25]([CH3:31])[CH:26]1[CH2:30][CH2:29][NH:28][CH2:27]1.CCN(CC)CC.CCOC(C)=O.